Dataset: Catalyst prediction with 721,799 reactions and 888 catalyst types from USPTO. Task: Predict which catalyst facilitates the given reaction. Product: [OH:45][C:42]([CH3:43])([CH3:44])[CH2:41][C@@:32]1([C:35]2[CH:40]=[CH:39][CH:38]=[CH:37][CH:36]=2)[O:31][C:30](=[O:46])[N:29]([C@H:27]([C:24]2[CH:25]=[CH:26][C:21]([CH:18]3[CH2:19][CH2:20][NH:15][CH2:16][CH2:17]3)=[CH:22][CH:23]=2)[CH3:28])[CH2:34][CH2:33]1. The catalyst class is: 4. Reactant: FC(F)(F)C(O)=O.C(OC([N:15]1[CH2:20][CH2:19][CH:18]([C:21]2[CH:26]=[CH:25][C:24]([C@@H:27]([N:29]3[CH2:34][CH2:33][C@:32]([CH2:41][C:42]([OH:45])([CH3:44])[CH3:43])([C:35]4[CH:40]=[CH:39][CH:38]=[CH:37][CH:36]=4)[O:31][C:30]3=[O:46])[CH3:28])=[CH:23][CH:22]=2)[CH2:17][CH2:16]1)=O)(C)(C)C.C([O-])(O)=O.[Na+].